From a dataset of Full USPTO retrosynthesis dataset with 1.9M reactions from patents (1976-2016). Predict the reactants needed to synthesize the given product. (1) Given the product [OH:29][CH2:26][CH2:27][N:20]([CH2:19][CH2:21][OH:23])[C:7]1[CH:8]=[CH:9][C:4]([CH2:3][C@@H:2]([C:10]([OH:12])=[O:11])[NH2:1])=[CH:5][CH:6]=1, predict the reactants needed to synthesize it. The reactants are: [NH2:1][C@H:2]([C:10]([OH:12])=[O:11])[CH2:3][C:4]1[CH:9]=[CH:8][CH:7]=[CH:6][CH:5]=1.NC1C=CC(C[C@@H:19]([C:21]([OH:23])=O)[NH2:20])=CC=1.[CH:26]([OH:29])(C)[CH3:27]. (2) Given the product [F:17][C:12]1[CH:13]=[CH:14][CH:15]=[C:16]2[C:11]=1[C:10]([NH2:18])=[N:9][C:8]2([C:6]1[CH:7]=[C:2]([C:30]2[CH:31]=[N:32][CH:33]=[C:28]([F:27])[CH:29]=2)[CH:3]=[CH:4][C:5]=1[F:26])[C:19]1[CH:24]=[CH:23][N:22]=[C:21]([CH3:25])[CH:20]=1, predict the reactants needed to synthesize it. The reactants are: Br[C:2]1[CH:3]=[CH:4][C:5]([F:26])=[C:6]([C:8]2([C:19]3[CH:24]=[CH:23][N:22]=[C:21]([CH3:25])[CH:20]=3)[C:16]3[C:11](=[C:12]([F:17])[CH:13]=[CH:14][CH:15]=3)[C:10]([NH2:18])=[N:9]2)[CH:7]=1.[F:27][C:28]1[CH:29]=[C:30](B(O)O)[CH:31]=[N:32][CH:33]=1. (3) The reactants are: [CH2:1]([O:5][CH2:6][CH2:7][O:8][C:9]1[CH:14]=[CH:13][C:12]([C:15]2[CH:16]=[CH:17][C:18]3[N:26]([CH2:27][CH:28]([CH3:30])[CH3:29])[CH2:25][CH2:24][CH2:23][CH2:22][C:21]([C:31]([O:33]C)=[O:32])=[CH:20][C:19]=3[CH:35]=2)=[CH:11][CH:10]=1)[CH2:2][CH2:3][CH3:4].O1CCCC1.[OH-].[Na+].Cl. Given the product [CH2:1]([O:5][CH2:6][CH2:7][O:8][C:9]1[CH:10]=[CH:11][C:12]([C:15]2[CH:16]=[CH:17][C:18]3[N:26]([CH2:27][CH:28]([CH3:30])[CH3:29])[CH2:25][CH2:24][CH2:23][CH2:22][C:21]([C:31]([OH:33])=[O:32])=[CH:20][C:19]=3[CH:35]=2)=[CH:13][CH:14]=1)[CH2:2][CH2:3][CH3:4], predict the reactants needed to synthesize it. (4) Given the product [N+:27](=[C:9](/[CH:8]=[CH:7]/[C:1]1[CH:6]=[CH:5][CH:4]=[CH:3][CH:2]=1)[C:10]([O:12][CH3:13])=[O:11])=[N-:28], predict the reactants needed to synthesize it. The reactants are: [C:1]1(/[CH:7]=[CH:8]/[CH2:9][C:10]([O:12][CH3:13])=[O:11])[CH:6]=[CH:5][CH:4]=[CH:3][CH:2]=1.CC(NC1C=CC(S([N:27]=[N+:28]=[N-])(=O)=O)=CC=1)=O.C1CCN2C(=NCCC2)CC1. (5) Given the product [C:1]([O:5][C:6]([N:8]1[CH2:13][CH2:12][N:11]([C:14](=[O:28])[C:15]2[CH:20]=[C:19]([CH2:21][O:22][C:33]3[CH:32]=[CH:31][C:30]([F:29])=[CH:38][C:34]=3[C:35](=[O:36])[NH2:37])[CH:18]=[CH:17][C:16]=2[F:27])[CH2:10][CH2:9]1)=[O:7])([CH3:4])([CH3:3])[CH3:2], predict the reactants needed to synthesize it. The reactants are: [C:1]([O:5][C:6]([N:8]1[CH2:13][CH2:12][N:11]([C:14](=[O:28])[C:15]2[CH:20]=[C:19]([CH2:21][O:22]S(C)(=O)=O)[CH:18]=[CH:17][C:16]=2[F:27])[CH2:10][CH2:9]1)=[O:7])([CH3:4])([CH3:3])[CH3:2].[F:29][C:30]1[CH:31]=[CH:32][C:33](O)=[C:34]([CH:38]=1)[C:35]([NH2:37])=[O:36].C(=O)([O-])[O-].[K+].[K+].O. (6) Given the product [C:14]1([P:7](=[O:28])([C:1]2[CH:2]=[CH:3][CH:4]=[CH:5][CH:6]=2)[C:8]2[CH:13]=[CH:12][CH:11]=[CH:10][CH:9]=2)[CH:15]=[CH:16][CH:17]=[CH:18][CH:19]=1, predict the reactants needed to synthesize it. The reactants are: [C:1]1([P:7]([C:14]2[CH:19]=[CH:18][CH:17]=[CH:16][CH:15]=2)[C:8]2[CH:13]=[CH:12][CH:11]=[CH:10][CH:9]=2)[CH:6]=[CH:5][CH:4]=[CH:3][CH:2]=1.C1(CC[OH:28])C=CC=CC=1.CC(OC(/N=N/C(OC(C)C)=O)=O)C. (7) Given the product [CH3:1][N:2]1[CH:6]=[CH:5][N:4]=[C:3]1[S:7]([CH:8]([C:10]1[CH:11]=[CH:12][CH:13]=[C:14]2[C:18]=1[NH:17][C:16]([C:19]1[S:20][CH:21]=[CH:22][N:23]=1)=[CH:15]2)[CH3:9])(=[O:25])=[O:36], predict the reactants needed to synthesize it. The reactants are: [CH3:1][N:2]1[CH:6]=[CH:5][N:4]=[C:3]1[S:7][CH:8]([C:10]1[CH:11]=[CH:12][CH:13]=[C:14]2[C:18]=1[NH:17][C:16]([C:19]1[S:20][CH:21]=[CH:22][N:23]=1)=[CH:15]2)[CH3:9].C(=O)([O-])[OH:25].[Na+].S([O-])([O-])(=O)=S.[Na+].[Na+].[OH2:36]. (8) Given the product [CH3:62][O:61][C:57]1[CH:56]=[C:55]([CH:60]=[CH:59][CH:58]=1)[O:54][CH2:53][CH2:52][O:51][C:16]1[CH:17]=[CH:18][C:19]([CH:12]2[CH2:11][CH2:10][N:9]([C:32]([O:34][CH2:35][C:36]3[CH:41]=[CH:40][CH:39]=[CH:38][CH:37]=3)=[O:33])[CH2:8][CH:13]2[O:14][CH2:15][C:16]2[CH:17]=[CH:18][C:19]3[O:24][CH2:23][C:22](=[O:25])[N:21]([CH2:26][CH2:27][CH2:28][O:29][CH3:30])[C:20]=3[CH:31]=2)=[CH:20][CH:31]=1, predict the reactants needed to synthesize it. The reactants are: OC1C=CC([CH:8]2[CH:13]([O:14][CH2:15][C:16]3[CH:17]=[CH:18][C:19]4[O:24][CH2:23][C:22](=[O:25])[N:21]([CH2:26][CH2:27][CH2:28][O:29][CH3:30])[C:20]=4[CH:31]=3)[CH2:12][CH2:11][CH2:10][N:9]2[C:32]([O:34][CH2:35][C:36]2[CH:41]=[CH:40][CH:39]=[CH:38][CH:37]=2)=[O:33])=CC=1.C1(C)C=CC(S([O:51][CH2:52][CH2:53][O:54][C:55]2[CH:60]=[CH:59][CH:58]=[C:57]([O:61][CH3:62])[CH:56]=2)(=O)=O)=CC=1. (9) The reactants are: [F:1][C:2]1[CH:7]=[C:6]([S:8]([CH3:10])=[O:9])[CH:5]=[C:4]([F:11])[C:3]=1[C:12]1[N:17]=[C:16]([C:18]([O:20]C)=[O:19])[CH:15]=[CH:14][C:13]=1[F:22].[Li+].[OH-].Cl. Given the product [F:1][C:2]1[CH:7]=[C:6]([S:8]([CH3:10])=[O:9])[CH:5]=[C:4]([F:11])[C:3]=1[C:12]1[N:17]=[C:16]([C:18]([OH:20])=[O:19])[CH:15]=[CH:14][C:13]=1[F:22], predict the reactants needed to synthesize it. (10) Given the product [C:3]([NH:6][C:7]1[CH:12]=[CH:11][C:10]([O:13][C:15]2[CH:16]=[CH:17][C:18]([N+:22]([O-:24])=[O:23])=[C:19]([CH:21]=2)[NH2:20])=[CH:9][CH:8]=1)(=[O:5])[CH3:4], predict the reactants needed to synthesize it. The reactants are: O=O.[C:3]([NH:6][C:7]1[CH:12]=[CH:11][C:10]([OH:13])=[CH:9][CH:8]=1)(=[O:5])[CH3:4].Cl[C:15]1[CH:16]=[CH:17][C:18]([N+:22]([O-:24])=[O:23])=[C:19]([CH:21]=1)[NH2:20].[H-].[Na+].